Binary Classification. Given a drug SMILES string, predict its activity (active/inactive) in a high-throughput screening assay against a specified biological target. From a dataset of HIV replication inhibition screening data with 41,000+ compounds from the AIDS Antiviral Screen. (1) The molecule is C=C(C(=O)C(=O)Oc1ccc(Cl)cc1)C(=O)c1ccc(C)cc1. The result is 0 (inactive). (2) The compound is C=CCn1c(N)c(N=O)c(=O)n(CC)c1=O. The result is 0 (inactive). (3) The drug is O=C1C=Cc2cccc3c2c1nc1c(O)c2ccccc2cc13. The result is 0 (inactive). (4) The compound is N#Cc1nc(NC(=O)c2ccccc2)sc1N. The result is 0 (inactive). (5) The drug is Cc1ccc(Nc2nc(O)nc(O)n2)cc1N=[N+]=[N-]. The result is 0 (inactive). (6) The compound is C=C1CC(Cn2cc(Br)c(=O)[nH]c2=O)(c2ccc(Br)cc2)OC1=O. The result is 0 (inactive). (7) The result is 0 (inactive). The compound is CS(=O)(=O)OCCCS(=O)(=O)O. (8) The compound is CN1C(=O)C(=C2SC(=O)N(CN3CCOCC3)C2=O)c2cc(Br)ccc21. The result is 0 (inactive). (9) The molecule is COc1ccccc1C=CC(=O)C(C)(C)C. The result is 0 (inactive). (10) The compound is CC1=[N+]2[N-]C(N3CC4CCC(CC4)C3)=[S+][Cu-2]2[n+]2ccncc21. The result is 0 (inactive).